This data is from Full USPTO retrosynthesis dataset with 1.9M reactions from patents (1976-2016). The task is: Predict the reactants needed to synthesize the given product. Given the product [CH3:1][N:2]([CH3:22])[C:3]1[C:4]2[S:17][C:16]3[CH:18]=[CH:19][CH:20]=[CH:21][C:15]=3[C:5]=2[N:6]=[C:7]([NH:9][C@H:10]2[CH2:14][CH2:13][N:12]([C:33](=[O:34])[CH2:32][C:29]3[CH:30]=[CH:31][C:26]([O:25][C:24]([F:36])([F:23])[F:37])=[CH:27][CH:28]=3)[CH2:11]2)[N:8]=1, predict the reactants needed to synthesize it. The reactants are: [CH3:1][N:2]([CH3:22])[C:3]1[C:4]2[S:17][C:16]3[CH:18]=[CH:19][CH:20]=[CH:21][C:15]=3[C:5]=2[N:6]=[C:7]([NH:9][C@H:10]2[CH2:14][CH2:13][NH:12][CH2:11]2)[N:8]=1.[F:23][C:24]([F:37])([F:36])[O:25][C:26]1[CH:31]=[CH:30][C:29]([CH2:32][C:33](O)=[O:34])=[CH:28][CH:27]=1.C1C=CC2N(O)N=NC=2C=1.CCN=C=NCCCN(C)C.Cl.